From a dataset of Experimentally validated miRNA-target interactions with 360,000+ pairs, plus equal number of negative samples. Binary Classification. Given a miRNA mature sequence and a target amino acid sequence, predict their likelihood of interaction. The miRNA is hsa-miR-4311 with sequence GAAAGAGAGCUGAGUGUG. The protein sequence of the target gene is MSGEVRLRQLEQFILDGPAQTNGQCFSVETLLDILICLYDECNNSPLRREKNILEYLEWAKPFTSKVKQMRLHREDFEILKVIGRGAFGEVAVVKLKNADKVFAMKILNKWEMLKRAETACFREERDVLVNGDNKWITTLHYAFQDDNNLYLVMDYYVGGDLLTLLSKFEDRLPEDMARFYLAEMVIAIDSVHQLHYVHRDIKPDNILMDMNGHIRLADFGSCLKLMEDGTVQSSVAVGTPDYISPEILQAMEDGKGRYGPECDWWSLGVCMYEMLYGETPFYAESLVETYGKIMNHKER.... Result: 1 (interaction).